Dataset: Full USPTO retrosynthesis dataset with 1.9M reactions from patents (1976-2016). Task: Predict the reactants needed to synthesize the given product. (1) Given the product [Cl:1][C:2]1[C:3]([CH2:31][N:41]2[CH2:42][CH2:43][C@@H:39]([N:33]3[CH2:37][CH2:36][CH2:35][C:34]3=[O:38])[CH2:40]2)=[C:4]([C:27]([F:28])([F:29])[F:30])[CH:5]=[C:6]2[C:11]=1[NH:10][C:9](=[O:12])[N:8]([CH2:13][C:14]1[CH:19]=[C:18]([Cl:20])[CH:17]=[CH:16][C:15]=1[S:21]([CH2:24][CH3:25])(=[O:23])=[O:22])[C:7]2=[O:26], predict the reactants needed to synthesize it. The reactants are: [Cl:1][C:2]1[C:3]([CH:31]=O)=[C:4]([C:27]([F:30])([F:29])[F:28])[CH:5]=[C:6]2[C:11]=1[NH:10][C:9](=[O:12])[N:8]([CH2:13][C:14]1[CH:19]=[C:18]([Cl:20])[CH:17]=[CH:16][C:15]=1[S:21]([CH2:24][CH3:25])(=[O:23])=[O:22])[C:7]2=[O:26].[N:33]1([C@@H:39]2[CH2:43][CH2:42][NH:41][CH2:40]2)[CH2:37][CH2:36][CH2:35][C:34]1=[O:38]. (2) Given the product [CH3:35][CH2:34][NH:33][CH:31]([CH2:30][C:28]1[CH:27]=[CH:26][C:24]2[O:25][CH2:21][O:22][C:23]=2[CH:29]=1)[CH3:32].[CH3:38][C:39]([S:46][CH2:45][CH2:2][C:3]([O:5][N:10]1[C:9](=[O:8])[CH2:13][CH2:12][C:11]1=[O:14])=[O:4])=[O:40], predict the reactants needed to synthesize it. The reactants are: F[C:2](F)(F)[C:3]([OH:5])=[O:4].[O:8]=[C:9]1[CH:13]=[CH:12][C:11](=[O:14])[N:10]1CCC(NC[CH:21]1[O:25][C:24]2[CH:26]=[CH:27][C:28]([CH2:30][CH:31]([NH:33][CH2:34][CH3:35])[CH3:32])=[CH:29][C:23]=2[O:22]1)=O.C([C:38]1[C:39](NC(=O)C=1)=[O:40])C.[CH3:45][S:46](C)=O. (3) Given the product [CH2:1]([O:3][C:4](=[O:18])[CH:5]([O:15][CH2:16][CH3:17])[CH2:6][C:7]1[CH:12]=[CH:11][C:10]([O:13][CH2:20][C:21]2[N:22]=[C:23]([C:27]3[CH:28]=[CH:29][C:30]([CH:33]([CH3:35])[CH3:34])=[CH:31][CH:32]=3)[O:24][C:25]=2[CH3:26])=[CH:9][C:8]=1[CH3:14])[CH3:2], predict the reactants needed to synthesize it. The reactants are: [CH2:1]([O:3][C:4](=[O:18])[CH:5]([O:15][CH2:16][CH3:17])[CH2:6][C:7]1[CH:12]=[CH:11][C:10]([OH:13])=[CH:9][C:8]=1[CH3:14])[CH3:2].Cl[CH2:20][C:21]1[N:22]=[C:23]([C:27]2[CH:32]=[CH:31][C:30]([CH:33]([CH3:35])[CH3:34])=[CH:29][CH:28]=2)[O:24][C:25]=1[CH3:26].C(C1C=CC(C=O)=CC=1)(C)C.O=P(Cl)(Cl)Cl.C(=O)([O-])[O-].[Cs+].[Cs+].[I-].[K+]. (4) Given the product [F:22][C:13]1[CH:12]=[C:11]([C:4]2[N:3]=[C:2]([N:30]3[CH2:31][CH2:32][CH2:33][CH:29]3[C:23]3[CH:28]=[CH:27][CH:26]=[CH:25][CH:24]=3)[C:7]([C:8]([OH:10])=[O:9])=[CH:6][CH:5]=2)[CH:16]=[C:15]([O:17][CH2:18][CH:19]([CH3:21])[CH3:20])[CH:14]=1, predict the reactants needed to synthesize it. The reactants are: Cl[C:2]1[C:7]([C:8]([OH:10])=[O:9])=[CH:6][CH:5]=[C:4]([C:11]2[CH:16]=[C:15]([O:17][CH2:18][CH:19]([CH3:21])[CH3:20])[CH:14]=[C:13]([F:22])[CH:12]=2)[N:3]=1.[C:23]1([CH:29]2[CH2:33][CH2:32][CH2:31][NH:30]2)[CH:28]=[CH:27][CH:26]=[CH:25][CH:24]=1.[F-].[Cs+].C([O-])([O-])=O.[K+].[K+].Cl. (5) Given the product [OH:13][CH2:12][C@@H:11]([NH:10][C:9]1[C:4]2[N:5]([CH:20]=[C:2]([C:27]3[CH:26]=[C:25]4[C:30](=[CH:29][CH:28]=3)[N:22]([CH3:21])[CH:23]=[CH:24]4)[CH:3]=2)[N:6]=[CH:7][C:8]=1[C:17]([NH2:19])=[O:18])[C@H:14]([OH:16])[CH3:15], predict the reactants needed to synthesize it. The reactants are: Br[C:2]1[CH:3]=[C:4]2[C:9]([NH:10][C@@H:11]([C@H:14]([OH:16])[CH3:15])[CH2:12][OH:13])=[C:8]([C:17]([NH2:19])=[O:18])[CH:7]=[N:6][N:5]2[CH:20]=1.[CH3:21][N:22]1[C:30]2[C:25](=[CH:26][C:27](B(O)O)=[CH:28][CH:29]=2)[CH:24]=[CH:23]1.P([O-])([O-])([O-])=O.[K+].[K+].[K+]. (6) Given the product [NH2:21][C:5]1[NH:6][C:7]2[C:3]([N:4]=1)=[C:2]([NH:27][C:28]([CH3:33])([CH2:31][OH:32])[CH2:29][OH:30])[N:10]=[C:9]([S:11][CH2:12][C:13]1[CH:18]=[CH:17][CH:16]=[C:15]([F:19])[C:14]=1[F:20])[N:8]=2, predict the reactants needed to synthesize it. The reactants are: Br[C:2]1[N:10]=[C:9]([S:11][CH2:12][C:13]2[CH:18]=[CH:17][CH:16]=[C:15]([F:19])[C:14]=2[F:20])[N:8]=[C:7]2[C:3]=1[N:4]=[C:5]([NH:21]C(=O)OCC)[NH:6]2.[NH2:27][C:28]([CH3:33])([CH2:31][OH:32])[CH2:29][OH:30]. (7) Given the product [N+:1]([C:4]1[CH:5]=[C:6]([C:10]([C:12]2[CH:17]=[CH:16][CH:15]=[CH:14][CH:13]=2)([OH:11])[CH3:19])[CH:7]=[CH:8][CH:9]=1)([O-:3])=[O:2], predict the reactants needed to synthesize it. The reactants are: [N+:1]([C:4]1[CH:5]=[C:6]([C:10]([C:12]2[CH:17]=[CH:16][CH:15]=[CH:14][CH:13]=2)=[O:11])[CH:7]=[CH:8][CH:9]=1)([O-:3])=[O:2].[Al](C)(C)[CH3:19].CCCCCCC.CC(O)=O.